This data is from Forward reaction prediction with 1.9M reactions from USPTO patents (1976-2016). The task is: Predict the product of the given reaction. (1) Given the reactants [CH2:1]([C:8]1[CH:13]=[CH:12][N+:11]([O-])=[CH:10][CH:9]=1)[C:2]1[CH:7]=[CH:6][CH:5]=[CH:4][CH:3]=1.C[CH2:16][N:17](CC)CC.C[Si](C#N)(C)C, predict the reaction product. The product is: [CH2:1]([C:8]1[CH:13]=[CH:12][N:11]=[C:10]([C:16]#[N:17])[CH:9]=1)[C:2]1[CH:7]=[CH:6][CH:5]=[CH:4][CH:3]=1. (2) Given the reactants [NH2:1][C:2]1[CH:3]=[C:4]([C:7]([O:9][CH2:10][CH3:11])=[O:8])[S:5][CH:6]=1.[CH3:12][S:13](Cl)(=[O:15])=[O:14], predict the reaction product. The product is: [CH3:12][S:13]([NH:1][C:2]1[CH:3]=[C:4]([C:7]([O:9][CH2:10][CH3:11])=[O:8])[S:5][CH:6]=1)(=[O:15])=[O:14]. (3) Given the reactants [Cl:1][C:2]1[N:3]=[C:4]([N:26]2[CH2:31][CH2:30][O:29][CH2:28][CH2:27]2)[C:5]2[N:11]=[C:10]([CH:12]=[C:13]3[CH2:18][CH2:17][N:16]([C:19]([O:21][C:22]([CH3:25])([CH3:24])[CH3:23])=[O:20])[CH2:15][CH2:14]3)[CH:9]=[CH:8][C:6]=2[N:7]=1, predict the reaction product. The product is: [Cl:1][C:2]1[N:3]=[C:4]([N:26]2[CH2:31][CH2:30][O:29][CH2:28][CH2:27]2)[C:5]2[N:11]=[C:10]([CH2:12][CH:13]3[CH2:18][CH2:17][N:16]([C:19]([O:21][C:22]([CH3:24])([CH3:25])[CH3:23])=[O:20])[CH2:15][CH2:14]3)[CH:9]=[CH:8][C:6]=2[N:7]=1. (4) Given the reactants [H-].[H-].[H-].[H-].[Li+].[Al+3].[CH3:7][O:8][C@H:9]1[CH2:13][CH2:12][N:11]([CH2:14][CH2:15][CH2:16][O:17][C:18]2[CH:23]=[CH:22][C:21]([C:24]3([C:30]#[N:31])[CH2:29][CH2:28][CH2:27][CH2:26][CH2:25]3)=[CH:20][CH:19]=2)[CH2:10]1.O.[OH-].[Na+], predict the reaction product. The product is: [NH3:11].[CH3:7][O:8][C@H:9]1[CH2:13][CH2:12][N:11]([CH2:14][CH2:15][CH2:16][O:17][C:18]2[CH:19]=[CH:20][C:21]([C:24]3([CH2:30][NH2:31])[CH2:29][CH2:28][CH2:27][CH2:26][CH2:25]3)=[CH:22][CH:23]=2)[CH2:10]1. (5) Given the reactants [OH-].[Li+].[CH3:3][O:4][CH2:5][CH2:6][N:7]1[C:15]2[C:10](=[CH:11][C:12]([C:16]([O:18]C)=[O:17])=[CH:13][CH:14]=2)[CH:9]=[C:8]1[C:20]1[CH:25]=[CH:24][CH:23]=[CH:22][CH:21]=1, predict the reaction product. The product is: [CH3:3][O:4][CH2:5][CH2:6][N:7]1[C:15]2[C:10](=[CH:11][C:12]([C:16]([OH:18])=[O:17])=[CH:13][CH:14]=2)[CH:9]=[C:8]1[C:20]1[CH:25]=[CH:24][CH:23]=[CH:22][CH:21]=1. (6) The product is: [CH3:46][N:11]([CH2:10][C:9]1[CH:25]=[CH:26][CH:27]=[C:7]([C:5]2[CH:4]=[CH:3][N:45]=[C:43]([NH:42][C:38]3[CH:39]=[CH:40][CH:41]=[C:36]([N+:33]([O-:35])=[O:34])[CH:37]=3)[N:44]=2)[CH:8]=1)[S:12]([C:15]1[CH:20]=[CH:19][CH:18]=[C:17]([N+:21]([O-:23])=[O:22])[CH:16]=1)(=[O:14])=[O:13]. Given the reactants CN(C)[CH:3]=[CH:4][C:5]([C:7]1[CH:8]=[C:9]([CH:25]=[CH:26][CH:27]=1)[CH2:10][NH:11][S:12]([C:15]1(C)[CH:20]=[CH:19][CH:18]=[C:17]([N+:21]([O-:23])=[O:22])[CH2:16]1)(=[O:14])=[O:13])=O.[N+]([O-])(O)=O.[N+:33]([C:36]1[CH:37]=[C:38]([NH:42][C:43]([NH2:45])=[NH:44])[CH:39]=[CH:40][CH:41]=1)([O-:35])=[O:34].[CH3:46]C#N, predict the reaction product. (7) Given the reactants [CH3:1][O:2][C:3]1[CH:4]=[C:5]2[C:10](=[CH:11][CH:12]=1)[N:9]=[CH:8][CH:7]=[CH:6]2.N1C=CC=CC=1.[Br:19]Br, predict the reaction product. The product is: [Br:19][C:4]1[C:3]([O:2][CH3:1])=[CH:12][CH:11]=[C:10]2[C:5]=1[CH:6]=[CH:7][CH:8]=[N:9]2. (8) Given the reactants C(N(CC)CC)C.Cl.[F:9][C:10]1[CH:11]=[CH:12][C:13]([CH3:23])=[C:14]2[C:18]=1[NH:17][C:16]([CH3:19])=[C:15]2[CH2:20][CH2:21][NH2:22].[C:24]1([C:33]2[CH:38]=[CH:37][CH:36]=[CH:35][CH:34]=2)[CH:29]=[CH:28][C:27]([C:30](Cl)=[O:31])=[CH:26][CH:25]=1, predict the reaction product. The product is: [F:9][C:10]1[CH:11]=[CH:12][C:13]([CH3:23])=[C:14]2[C:18]=1[NH:17][C:16]([CH3:19])=[C:15]2[CH2:20][CH2:21][NH:22][C:30]([C:27]1[CH:28]=[CH:29][C:24]([C:33]2[CH:34]=[CH:35][CH:36]=[CH:37][CH:38]=2)=[CH:25][CH:26]=1)=[O:31].